From a dataset of Catalyst prediction with 721,799 reactions and 888 catalyst types from USPTO. Predict which catalyst facilitates the given reaction. (1) Reactant: Cl.Cl.[NH2:3][CH2:4][C@@:5]1([OH:13])[CH:10]2[CH2:11][CH2:12][N:7]([CH2:8][CH2:9]2)[CH2:6]1.C([O-])([O-])=O.[Cs+].[Cs+].[Br:20][C:21]1[CH:22]=[C:23]2[C:28](=[CH:29][CH:30]=1)[CH:27]=[N:26][C:25]([N:31]=[C:32]=S)=[CH:24]2.C(N=C=NC(C)C)(C)C. Product: [Br:20][C:21]1[CH:22]=[C:23]2[C:28](=[CH:29][CH:30]=1)[CH:27]=[N:26][C:25]([NH:31][C:32]1[O:13][C@:5]3([CH2:4][N:3]=1)[CH:10]1[CH2:9][CH2:8][N:7]([CH2:12][CH2:11]1)[CH2:6]3)=[CH:24]2. The catalyst class is: 9. (2) The catalyst class is: 50. Product: [CH3:27][C:7]1[C:8]2[CH2:14][CH2:13][N:12]([C:15]([O:17][C:18]([CH3:20])([CH3:21])[CH3:19])=[O:16])[CH2:11][CH2:10][C:9]=2[CH:22]=[C:23]2[NH:24][C:3](=[O:2])[CH2:4][O:5][C:6]=12. Reactant: C[O:2][C:3](=O)[CH2:4][O:5][C:6]1[C:23]([N+:24]([O-])=O)=[CH:22][C:9]2[CH2:10][CH2:11][N:12]([C:15]([O:17][C:18]([CH3:21])([CH3:20])[CH3:19])=[O:16])[CH2:13][CH2:14][C:8]=2[C:7]=1[CH3:27].C1COCC1. (3) Reactant: [CH2:1]([C@H:5]1[N:10]([CH2:11][C:12]([F:15])([F:14])[F:13])[C:9]2[CH:16]=[CH:17][C:18]([N+:20]([O-])=O)=[CH:19][C:8]=2[O:7][CH2:6]1)[CH:2]([CH3:4])[CH3:3]. Product: [NH2:20][C:18]1[CH:17]=[CH:16][C:9]2[N:10]([CH2:11][C:12]([F:15])([F:14])[F:13])[C@H:5]([CH2:1][CH:2]([CH3:4])[CH3:3])[CH2:6][O:7][C:8]=2[CH:19]=1. The catalyst class is: 78. (4) Reactant: O[C@@:2]1([C:13](O)=O)[C:10]2C=CS[C:6]=2[C@@H:5](O)[C@H:4](O)[CH2:3]1.[CH2:16]([C:23]1[S:27][C:26]2[C@@H:28]([OH:36])[C@@H:29]3[O:34][C:32](=[O:33])[C@:31]([OH:35])([C:25]=2[CH:24]=1)[CH2:30]3)[C:17]1[CH:22]=[CH:21][CH:20]=[CH:19][CH:18]=1.[Li+].[OH-:38]. Product: [CH2:13]([C:23]1([CH2:16][C:17]2[CH:18]=[CH:19][CH:20]=[CH:21][CH:22]=2)[S:27][C:26]2[C@@H:28]([OH:36])[C@H:29]([OH:34])[CH2:30][C@:31]([OH:35])([C:32]([OH:33])=[O:38])[C:25]=2[CH2:24]1)[C:2]1[CH:10]=[CH:6][CH:5]=[CH:4][CH:3]=1. The catalyst class is: 5. (5) Reactant: [C:1]([Si:5]([CH3:19])([CH3:18])[O:6][CH2:7][CH2:8][C:9]1[CH:14]=[CH:13][C:12]([N+:15]([O-])=O)=[CH:11][CH:10]=1)([CH3:4])([CH3:3])[CH3:2]. Product: [Si:5]([O:6][CH2:7][CH2:8][C:9]1[CH:10]=[CH:11][C:12]([NH2:15])=[CH:13][CH:14]=1)([C:1]([CH3:3])([CH3:4])[CH3:2])([CH3:19])[CH3:18]. The catalyst class is: 78. (6) Reactant: C([O:3][CH:4]1[CH2:7][CH:6]([NH:8][C:9]2[C:14]([C:15]#[N:16])=[CH:13][N:12]=[C:11]([S:17][CH3:18])[N:10]=2)[C:5]1([CH3:20])[CH3:19])C.BrB(Br)Br. Product: [OH:3][CH:4]1[CH2:7][CH:6]([NH:8][C:9]2[C:14]([C:15]#[N:16])=[CH:13][N:12]=[C:11]([S:17][CH3:18])[N:10]=2)[C:5]1([CH3:20])[CH3:19]. The catalyst class is: 2. (7) Reactant: Br[CH2:2][C:3]([N:5]([C:18]1[CH:23]=[CH:22][C:21]([CH3:24])=[C:20]([CH3:25])[CH:19]=1)[CH2:6][CH2:7][C:8]1[CH:13]=[CH:12][C:11]([C:14]([F:17])([F:16])[F:15])=[CH:10][CH:9]=1)=[O:4].[N:26]1(CC(O)=O)[C:34]2[C:29](=[CH:30][CH:31]=[CH:32][CH:33]=2)[CH:28]=[N:27]1.Cl.CN(C)CCCN=C=NCC. Product: [CH3:25][C:20]1[CH:19]=[C:18]([N:5]([CH2:6][CH2:7][C:8]2[CH:13]=[CH:12][C:11]([C:14]([F:17])([F:16])[F:15])=[CH:10][CH:9]=2)[C:3](=[O:4])[CH2:2][N:26]2[C:34]3[C:29](=[CH:30][CH:31]=[CH:32][CH:33]=3)[CH:28]=[N:27]2)[CH:23]=[CH:22][C:21]=1[CH3:24]. The catalyst class is: 4.